From a dataset of HIV replication inhibition screening data with 41,000+ compounds from the AIDS Antiviral Screen. Binary Classification. Given a drug SMILES string, predict its activity (active/inactive) in a high-throughput screening assay against a specified biological target. The molecule is Nc1cc(O)nc(N)n1. The result is 0 (inactive).